Dataset: Reaction yield outcomes from USPTO patents with 853,638 reactions. Task: Predict the reaction yield, written as a fraction of the theoretical maximum amount of product (1.0 means a 100% yield; for example, 0.34 means a 34% yield). (1) The reactants are [Cl:1][C:2]1[CH:3]=[C:4]([C@@:9]([NH:15][CH3:16])([CH2:12][CH:13]=[CH2:14])[CH2:10][OH:11])[CH:5]=[CH:6][C:7]=1[Cl:8].[H-].[Na+].[CH3:19][O:20][C:21]1[CH:22]=[C:23]([CH:26]=[C:27]([O:31][CH3:32])[C:28]=1[O:29][CH3:30])[CH2:24]Cl. The catalyst is CN(C)C=O. The product is [CH3:32][O:31][C:27]1[CH:26]=[C:23]([CH:22]=[C:21]([O:20][CH3:19])[C:28]=1[O:29][CH3:30])[CH2:24][O:11][CH2:10][C@:9]([C:4]1[CH:5]=[CH:6][C:7]([Cl:8])=[C:2]([Cl:1])[CH:3]=1)([NH:15][CH3:16])[CH2:12][CH:13]=[CH2:14]. The yield is 0.818. (2) The reactants are [NH2:1][C:2]1[S:3][CH:4]=[CH:5][C:6]=1[C:7]#[N:8].[N+:9]([C:12]1[S:16][C:15]([CH:17]=O)=[CH:14][CH:13]=1)([O-:11])=[O:10].C(O)(C(F)(F)F)=O. The catalyst is C(O)(C)C. The product is [N+:9]([C:12]1[S:16][C:15]([CH:17]=[N:1][C:2]2[S:3][CH:4]=[CH:5][C:6]=2[C:7]#[N:8])=[CH:14][CH:13]=1)([O-:11])=[O:10]. The yield is 0.710. (3) The reactants are [Br:1][C:2]1[C:7]([CH3:8])=[CH:6][C:5]([O:9][CH3:10])=[CH:4][C:3]=1[CH3:11].[Br:12]NC(=O)CCC(N)=O.CC(N=NC(C#N)(C)C)(C#N)C. The catalyst is C(Cl)(Cl)(Cl)Cl.C(Cl)Cl. The product is [Br:1][C:2]1[C:7]([CH3:8])=[CH:6][C:5]([O:9][CH3:10])=[CH:4][C:3]=1[CH2:11][Br:12]. The yield is 0.920.